Dataset: Catalyst prediction with 721,799 reactions and 888 catalyst types from USPTO. Task: Predict which catalyst facilitates the given reaction. (1) Reactant: [Cl:1][C:2]1[CH:7]=[C:6]([NH2:8])[CH:5]=[C:4]([Cl:9])[C:3]=1[C:10]1[CH:15]=[CH:14][CH:13]=[CH:12][C:11]=1[F:16].N1([C:22](N2C=CN=C2)=[S:23])C=CN=C1. Product: [Cl:1][C:2]1[CH:7]=[C:6]([N:8]=[C:22]=[S:23])[CH:5]=[C:4]([Cl:9])[C:3]=1[C:10]1[CH:15]=[CH:14][CH:13]=[CH:12][C:11]=1[F:16]. The catalyst class is: 2. (2) Reactant: [OH:1][CH2:2][C@H:3]([NH:10][C:11](=[O:16])[CH2:12][CH2:13][CH:14]=[CH2:15])[C:4]1[CH:9]=[CH:8][CH:7]=[CH:6][CH:5]=1.[Si:17]([O:24][C@H:25]([CH2:29][CH:30]=[CH2:31])[C:26](O)=[O:27])([C:20]([CH3:23])([CH3:22])[CH3:21])([CH3:19])[CH3:18]. Product: [Si:17]([O:24][C@H:25]([CH2:29][CH:30]=[CH2:31])[C:26]([O:1][CH2:2][C@H:3]([NH:10][C:11](=[O:16])[CH2:12][CH2:13][CH:14]=[CH2:15])[C:4]1[CH:9]=[CH:8][CH:7]=[CH:6][CH:5]=1)=[O:27])([C:20]([CH3:23])([CH3:22])[CH3:21])([CH3:18])[CH3:19]. The catalyst class is: 91. (3) Reactant: [CH3:1][O:2][C:3]([C:5]12[CH2:14][CH:9]3[CH2:10][CH:11]([CH2:13][CH:7]([CH:8]3[NH:15][C:16](=[O:24])[C:17]3[CH:22]=[CH:21][CH:20]=[C:19]([NH2:23])[CH:18]=3)[CH2:6]1)[CH2:12]2)=[O:4].N1C=CC=CC=1.[F:31][C:32]1[CH:37]=[CH:36][CH:35]=[CH:34][C:33]=1[S:38](Cl)(=[O:40])=[O:39]. Product: [CH3:1][O:2][C:3]([C:5]12[CH2:14][CH:9]3[CH2:10][CH:11]([CH2:13][CH:7]([CH:8]3[NH:15][C:16](=[O:24])[C:17]3[CH:22]=[CH:21][CH:20]=[C:19]([NH:23][S:38]([C:33]4[CH:34]=[CH:35][CH:36]=[CH:37][C:32]=4[F:31])(=[O:40])=[O:39])[CH:18]=3)[CH2:6]1)[CH2:12]2)=[O:4]. The catalyst class is: 2. (4) Reactant: [Li+].[OH-].C[O:4][C:5]([C:7]1[CH:24]=[C:23]2[C:10]([S:11](=[O:26])(=[O:25])[NH:12][C:13]3[C:22]2=[CH:21][CH:20]=[C:19]2[C:14]=3[N:15]=[CH:16][CH:17]=[CH:18]2)=[CH:9][CH:8]=1)=[O:6].Cl. Product: [O:26]=[S:11]1(=[O:25])[C:10]2[C:23](=[CH:24][C:7]([C:5]([OH:6])=[O:4])=[CH:8][CH:9]=2)[C:22]2[C:13](=[C:14]3[C:19](=[CH:20][CH:21]=2)[CH:18]=[CH:17][CH:16]=[N:15]3)[NH:12]1. The catalyst class is: 5. (5) Reactant: [CH:1]1[CH:2]=[CH:3][N:4]=[C:5]([C@@H:7]([O:15][CH:16]2[CH2:21][CH2:20][N:19]([CH2:22][CH2:23][CH2:24][C:25]([OH:27])=[O:26])[CH2:18][CH2:17]2)[C:8]2[CH:9]=[CH:10][C:11]([Cl:14])=[CH:12][CH:13]=2)[CH:6]=1.[OH-].[Na+].[Cl-].[Ca+2:31].[Cl-]. Product: [CH:1]1[CH:2]=[CH:3][N:4]=[C:5]([C@@H:7]([O:15][CH:16]2[CH2:17][CH2:18][N:19]([CH2:22][CH2:23][CH2:24][C:25]([OH:27])=[O:26])[CH2:20][CH2:21]2)[C:8]2[CH:9]=[CH:10][C:11]([Cl:14])=[CH:12][CH:13]=2)[CH:6]=1.[Ca:31]. The catalyst class is: 6. (6) Reactant: Br[C:2]1[C:3]([CH3:10])=[CH:4][C:5]([CH3:9])=[C:6]([CH:8]=1)[NH2:7].[N:11]1[CH:16]=[CH:15][CH:14]=[CH:13][C:12]=1[CH2:17][O:18][C:19]1[CH:27]=[CH:26][C:22]([C:23]([OH:25])=O)=[CH:21][CH:20]=1.CCN(C(C)C)C(C)C.CN(C(ON1N=[N:52][C:47]2C=C[CH:50]=[N:51][C:46]1=2)=[N+](C)C)C.F[P-](F)(F)(F)(F)F. Product: [NH:51]1[CH:46]=[CH:47][N:52]=[C:50]1[C:2]1[C:3]([CH3:10])=[CH:4][C:5]([CH3:9])=[C:6]([NH:7][C:23](=[O:25])[C:22]2[CH:21]=[CH:20][C:19]([O:18][CH2:17][C:12]3[CH:13]=[CH:14][CH:15]=[CH:16][N:11]=3)=[CH:27][CH:26]=2)[CH:8]=1. The catalyst class is: 18. (7) Reactant: [CH3:1][N:2]1[C:11](=[O:12])[C:10]([CH3:14])([CH3:13])[C:9]2[C:4](=[CH:5][CH:6]=[CH:7][CH:8]=2)[C:3]1=[O:15].[N+:16]([O-])([OH:18])=[O:17]. Product: [CH3:1][N:2]1[C:11](=[O:12])[C:10]([CH3:13])([CH3:14])[C:9]2[C:4](=[CH:5][C:6]([N+:16]([O-:18])=[O:17])=[CH:7][CH:8]=2)[C:3]1=[O:15]. The catalyst class is: 82.